From a dataset of Full USPTO retrosynthesis dataset with 1.9M reactions from patents (1976-2016). Predict the reactants needed to synthesize the given product. (1) Given the product [Cl:1][C:2]1[CH:7]=[C:6]([Cl:8])[CH:5]=[CH:4][C:3]=1[C:9]1[N:10]=[C:11]([C@@H:14]([NH:23][C:24]([C@H:26]2[CH2:27][CH2:28][C@H:29]([CH2:32][CH3:33])[CH2:30][CH2:31]2)=[O:25])[CH2:15][C:16]2[CH:21]=[CH:20][C:19]([OH:22])=[CH:18][CH:17]=2)[N:12]([CH2:36][C:35]#[CH:34])[CH:13]=1, predict the reactants needed to synthesize it. The reactants are: [Cl:1][C:2]1[CH:7]=[C:6]([Cl:8])[CH:5]=[CH:4][C:3]=1[C:9]1[N:10]=[C:11]([C@@H:14]([NH:23][C:24]([C@H:26]2[CH2:31][CH2:30][C@H:29]([CH2:32][CH3:33])[CH2:28][CH2:27]2)=[O:25])[CH2:15][C:16]2[CH:21]=[CH:20][C:19]([OH:22])=[CH:18][CH:17]=2)[NH:12][CH:13]=1.[CH2:34](Br)[C:35]#[CH:36]. (2) Given the product [NH2:3][CH2:2][CH2:1][NH:4][C:18](=[O:19])[O:17][CH2:16][C:13]1[CH:14]=[CH:15][CH:10]=[CH:11][CH:12]=1, predict the reactants needed to synthesize it. The reactants are: [CH2:1]([NH2:4])[CH2:2][NH2:3].CS(O)(=O)=O.[CH:10]1[CH:15]=[CH:14][C:13]([CH2:16][O:17][C:18](Cl)=[O:19])=[CH:12][CH:11]=1.C(O[K])(C)=O. (3) The reactants are: [Cl:1][C:2]1[CH:3]=[N:4][CH:5]=[C:6]([Cl:9])[C:7]=1[NH2:8].Cl[C:11]1[C:20]2[C:15](=[C:16]([O:23][CH:24]3[CH2:28][CH2:27][CH2:26][CH2:25]3)[C:17]([O:21][CH3:22])=[CH:18][CH:19]=2)[N:14]=[CH:13][N:12]=1. Given the product [CH:24]1([O:23][C:16]2[C:17]([O:21][CH3:22])=[CH:18][CH:19]=[C:20]3[C:15]=2[N:14]=[CH:13][N:12]=[C:11]3[NH:8][C:7]2[C:6]([Cl:9])=[CH:5][N:4]=[CH:3][C:2]=2[Cl:1])[CH2:25][CH2:26][CH2:27][CH2:28]1, predict the reactants needed to synthesize it.